This data is from HIV replication inhibition screening data with 41,000+ compounds from the AIDS Antiviral Screen. The task is: Binary Classification. Given a drug SMILES string, predict its activity (active/inactive) in a high-throughput screening assay against a specified biological target. (1) The molecule is c1ccc(COCC23CCN(Cc4ccccc4)C(CC(OCc4ccccc4)C2)S3)cc1. The result is 0 (inactive). (2) The result is 1 (active). The drug is N=c1ccn(C=C=CCO)c(=O)[nH]1. (3) The molecule is O=C(O)CNc1c2ccccc2[n+]([O-])c2ccccc12. The result is 0 (inactive). (4) The drug is COc1ccc(C=Cc2cc(OC)c(OC)c(OC)c2)cc1OC(=O)C(N)CCC(=O)O.Cl. The result is 0 (inactive). (5) The compound is CC1CNC(Cc2ccc(NC(=O)c3ccc(C(=O)Nc4ccc(CC5=NC(C)CN5)cc4)cc3)cc2)=N1. The result is 0 (inactive).